This data is from Catalyst prediction with 721,799 reactions and 888 catalyst types from USPTO. The task is: Predict which catalyst facilitates the given reaction. Reactant: [C:1]([O:5][C:6]([NH:8][C@:9]12[CH2:17][CH:16]1[CH2:15][C@H:14]1[C@@H:10]2[CH2:11][N:12](CC2C=CC(OC)=CC=2)[CH2:13]1)=[O:7])([CH3:4])([CH3:3])[CH3:2].[H][H]. Product: [C:1]([O:5][C:6]([NH:8][C@:9]12[CH2:17][CH:16]1[CH2:15][C@H:14]1[C@@H:10]2[CH2:11][NH:12][CH2:13]1)=[O:7])([CH3:4])([CH3:2])[CH3:3]. The catalyst class is: 43.